From a dataset of Catalyst prediction with 721,799 reactions and 888 catalyst types from USPTO. Predict which catalyst facilitates the given reaction. Reactant: [C:1]([N:5]1[CH:9]=[C:8]([C:10](=[O:12])[CH3:11])[CH:7]=[N:6]1)([CH3:4])([CH3:3])[CH3:2].[BrH:13].BrBr.S([O-])(O)=O.[Na+]. Product: [Br:13][CH2:11][C:10]([C:8]1[CH:7]=[N:6][N:5]([C:1]([CH3:4])([CH3:3])[CH3:2])[CH:9]=1)=[O:12]. The catalyst class is: 411.